From a dataset of Reaction yield outcomes from USPTO patents with 853,638 reactions. Predict the reaction yield, written as a fraction of the theoretical maximum amount of product (1.0 means a 100% yield; for example, 0.34 means a 34% yield). (1) The reactants are [F:1][C:2]1[CH:31]=[C:30]([N+:32]([O-])=O)[CH:29]=[CH:28][C:3]=1[O:4][C:5]1[CH:10]=[CH:9][N:8]=[C:7]2[N:11](COCC[Si](C)(C)C)[CH:12]=[C:13]([C:14]3[CH:19]=[CH:18][N:17]=[CH:16][CH:15]=3)[C:6]=12.[Cl-].[NH4+].CCCC[N+](CCCC)(CCCC)CCCC.[F-].C(N)CN. The catalyst is CCOC(C)=O.C1COCC1.[Zn].CO. The product is [F:1][C:2]1[CH:31]=[C:30]([NH2:32])[CH:29]=[CH:28][C:3]=1[O:4][C:5]1[CH:10]=[CH:9][N:8]=[C:7]2[NH:11][CH:12]=[C:13]([C:14]3[CH:15]=[CH:16][N:17]=[CH:18][CH:19]=3)[C:6]=12. The yield is 0.810. (2) The reactants are [NH2:1][C:2]1[CH:11]=[C:10]([C:12]([O:14][CH3:15])=[O:13])[CH:9]=[CH:8][C:3]=1[C:4]([O:6]C)=O.[C:16]([C:18]([O:20][CH2:21][C:22]1[CH:27]=[CH:26][CH:25]=[CH:24][CH:23]=1)=[O:19])#[N:17]. The catalyst is Cl.O1CCOCC1. The product is [O:6]=[C:4]1[C:3]2[C:2](=[CH:11][C:10]([C:12]([O:14][CH3:15])=[O:13])=[CH:9][CH:8]=2)[N:1]=[C:16]([C:18]([O:20][CH2:21][C:22]2[CH:27]=[CH:26][CH:25]=[CH:24][CH:23]=2)=[O:19])[NH:17]1. The yield is 0.980. (3) The reactants are [CH:1]([C:3]1[S:7][C:6]([C:8]([CH3:12])([CH3:11])[C:9]#[N:10])=[CH:5][CH:4]=1)=[O:2].[O-:13]Cl=O.[Na+]. The catalyst is C(O)(C)(C)C.CC(=CC)C.O. The product is [C:9]([C:8]([C:6]1[S:7][C:3]([C:1]([OH:13])=[O:2])=[CH:4][CH:5]=1)([CH3:12])[CH3:11])#[N:10]. The yield is 0.900. (4) The reactants are Br[C:2]1[CH:7]=[CH:6][CH:5]=[C:4]([Cl:8])[C:3]=1[N:9]1[C:13]2=[N:14][CH:15]=[N:16][C:17]([O:18][C@@H:19]([CH2:30][O:31][C@H:32]([CH3:45])[CH2:33][O:34][Si:35]([CH:42]([CH3:44])[CH3:43])([CH:39]([CH3:41])[CH3:40])[CH:36]([CH3:38])[CH3:37])[C:20]([NH:22][C:23]3[CH:28]=[N:27][C:26]([CH3:29])=[CH:25][N:24]=3)=[O:21])=[C:12]2[CH:11]=[N:10]1.C([O-])(=O)C.[Na+].CC(C)(O)[C:53]#[N:54].C(=O)(O)[O-].[Na+]. The catalyst is CN(C=O)C.C(N(C(C)C)CC)(C)C.C(OC)(C)(C)C.O.C1C=CC(/C=C/C(/C=C/C2C=CC=CC=2)=O)=CC=1.C1C=CC(/C=C/C(/C=C/C2C=CC=CC=2)=O)=CC=1.C1C=CC(/C=C/C(/C=C/C2C=CC=CC=2)=O)=CC=1.[Pd].[Pd].C1(P(C2C=CC=CC=2)[C-]2C=CC=C2)C=CC=CC=1.[C-]1(P(C2C=CC=CC=2)C2C=CC=CC=2)C=CC=C1.[Fe+2]. The product is [Cl:8][C:4]1[CH:5]=[CH:6][CH:7]=[C:2]([C:53]#[N:54])[C:3]=1[N:9]1[C:13]2[N:14]=[CH:15][N:16]=[C:17]([O:18][C@@H:19]([CH2:30][O:31][C@H:32]([CH3:45])[CH2:33][O:34][Si:35]([CH:42]([CH3:44])[CH3:43])([CH:39]([CH3:41])[CH3:40])[CH:36]([CH3:38])[CH3:37])[C:20]([NH:22][C:23]3[CH:28]=[N:27][C:26]([CH3:29])=[CH:25][N:24]=3)=[O:21])[C:12]=2[CH:11]=[N:10]1. The yield is 0.740. (5) The reactants are [Cl:1][C:2]1[N:7]=[CH:6][C:5]2[C:8](I)=[CH:9][N:10]([CH:11]([CH3:13])[CH3:12])[C:4]=2[CH:3]=1.CC1(C)C(C)(C)OB([C:23]2[CH:27]=[CH:26][NH:25][N:24]=2)O1.C(=O)([O-])[O-].[Na+].[Na+]. The catalyst is CC(P(C(C)(C)C)C1C=CC(N(C)C)=CC=1)(C)C.CC(P(C(C)(C)C)C1C=CC(N(C)C)=CC=1)(C)C.Cl[Pd]Cl.C(#N)C. The product is [Cl:1][C:2]1[N:7]=[CH:6][C:5]2[C:8]([C:23]3[CH:27]=[CH:26][NH:25][N:24]=3)=[CH:9][N:10]([CH:11]([CH3:13])[CH3:12])[C:4]=2[CH:3]=1. The yield is 0.980. (6) The product is [CH3:4][CH2:3][CH2:2][CH2:21][CH2:20][CH:6]([C:7]1[CH:11]=[C:10]([CH2:12][OH:14])[N:9]([CH2:17][CH2:18][CH3:19])[N:8]=1)[C:5]1[CH:4]=[CH:3][CH:2]=[CH:21][CH:20]=1. The catalyst is C1COCC1. The yield is 0.750. The reactants are C[C:2]1[CH:21]=[CH:20][C:5]([CH2:6][C:7]2[CH:11]=[C:10]([C:12]([O:14]CC)=O)[N:9]([CH2:17][CH2:18][CH3:19])[N:8]=2)=[CH:4][CH:3]=1.[H-].[Al+3].[Li+].[H-].[H-].[H-]. (7) The reactants are [Cl:1][C:2]1[CH:7]=[CH:6][CH:5]=[CH:4][C:3]=1[C:8]1[N:13]=[CH:12][C:11]([NH:14][C:15]2[CH:24]=[CH:23][C:22]([CH:25]3[CH2:27][CH2:26]3)=[CH:21][C:16]=2[C:17]([O:19]C)=[O:18])=[CH:10][N:9]=1.[OH-].[Na+]. The catalyst is CO.O. The product is [Cl:1][C:2]1[CH:7]=[CH:6][CH:5]=[CH:4][C:3]=1[C:8]1[N:9]=[CH:10][C:11]([NH:14][C:15]2[CH:24]=[CH:23][C:22]([CH:25]3[CH2:26][CH2:27]3)=[CH:21][C:16]=2[C:17]([OH:19])=[O:18])=[CH:12][N:13]=1. The yield is 0.810. (8) The reactants are [F:1][C:2]1[CH:7]=[CH:6][CH:5]=[C:4]([N+:8]([O-:10])=[O:9])[C:3]=1[OH:11].O[CH:13]1[CH2:17][CH2:16][O:15][CH2:14]1.C1(P(C2C=CC=CC=2)C2C=CC=CC=2)C=CC=CC=1. The catalyst is C(Cl)Cl. The product is [F:1][C:2]1[CH:7]=[CH:6][CH:5]=[C:4]([N+:8]([O-:10])=[O:9])[C:3]=1[O:11][CH:13]1[CH2:17][CH2:16][O:15][CH2:14]1. The yield is 0.680. (9) The reactants are [O:1]1[C:5]2[CH:6]=[CH:7][C:8]([OH:10])=[CH:9][C:4]=2[CH:3]=[CH:2]1.N1C=CN=C1.[CH3:16][C:17]([Si:20](Cl)([CH3:22])[CH3:21])([CH3:19])[CH3:18].C([O-])(O)=O.[Na+]. The catalyst is CN(C=O)C. The product is [O:1]1[C:5]2[CH:6]=[CH:7][C:8]([O:10][Si:20]([C:17]([CH3:19])([CH3:18])[CH3:16])([CH3:22])[CH3:21])=[CH:9][C:4]=2[CH:3]=[CH:2]1. The yield is 0.810. (10) The reactants are [CH2:1]([C:5]1[N:6]=[C:7]([CH3:27])[NH:8][C:9](=[O:26])[C:10]=1[CH2:11][C:12]1[CH:17]=[CH:16][C:15]([C:18]2[C:19]([C:24]#[N:25])=[CH:20][CH:21]=[CH:22][CH:23]=2)=[CH:14][CH:13]=1)[CH2:2][CH2:3][CH3:4].C(=O)([O-])[O-].[K+].[K+].Br[CH2:35][C:36]1[C:41]([F:42])=[CH:40][CH:39]=[CH:38][C:37]=1[F:43].CN(C)C=O. The catalyst is C(OCC)(=O)C. The product is [CH2:1]([C:5]1[N:6]=[C:7]([CH3:27])[N:8]([CH2:35][C:36]2[C:41]([F:42])=[CH:40][CH:39]=[CH:38][C:37]=2[F:43])[C:9](=[O:26])[C:10]=1[CH2:11][C:12]1[CH:17]=[CH:16][C:15]([C:18]2[C:19]([C:24]#[N:25])=[CH:20][CH:21]=[CH:22][CH:23]=2)=[CH:14][CH:13]=1)[CH2:2][CH2:3][CH3:4]. The yield is 0.550.